This data is from Catalyst prediction with 721,799 reactions and 888 catalyst types from USPTO. The task is: Predict which catalyst facilitates the given reaction. Reactant: [Cl:1][C:2]1[C:11]([C:12]2[C:17]([F:18])=[CH:16][C:15]([F:19])=[CH:14][C:13]=2[F:20])=[C:10](Cl)[C:9]2[C:4](=[N:5][CH:6]=[CH:7][CH:8]=2)[N:3]=1.[CH:22]([NH2:25])([CH3:24])[CH3:23].C(N(C(C)C)C(C)C)C. Product: [Cl:1][C:2]1[C:11]([C:12]2[C:17]([F:18])=[CH:16][C:15]([F:19])=[CH:14][C:13]=2[F:20])=[C:10]([NH:25][CH:22]([CH3:24])[CH3:23])[C:9]2[C:4](=[N:5][CH:6]=[CH:7][CH:8]=2)[N:3]=1. The catalyst class is: 3.